This data is from Reaction yield outcomes from USPTO patents with 853,638 reactions. The task is: Predict the reaction yield, written as a fraction of the theoretical maximum amount of product (1.0 means a 100% yield; for example, 0.34 means a 34% yield). (1) The catalyst is O1CCOCC1. The reactants are [Br:1][C:2]1[CH:7]=[CH:6][C:5]([C@@H:8]2[CH2:10][C@H:9]2[NH:11]C(=O)OC(C)(C)C)=[CH:4][CH:3]=1.Cl. The yield is 0.910. The product is [Br:1][C:2]1[CH:3]=[CH:4][C:5]([C@@H:8]2[CH2:10][C@H:9]2[NH2:11])=[CH:6][CH:7]=1. (2) The reactants are [C:1]([N:8]([CH3:10])[OH:9])([O:3][C:4]([CH3:7])([CH3:6])[CH3:5])=[O:2].Cl[CH2:12][CH2:13][O:14][CH2:15][CH2:16]O.[C:18]([O-])([O-])=[O:19].[K+].[K+]. The catalyst is CN(C=O)C.[Li+].[Br-]. The product is [OH:19][CH2:18][CH2:16][CH2:15][O:14][CH2:13][CH2:12][O:9][N:8]([CH3:10])[C:1](=[O:2])[O:3][C:4]([CH3:7])([CH3:6])[CH3:5]. The yield is 0.720. (3) The reactants are [NH2:1][C@@:2]([C:12]1[C:17]([F:18])=[CH:16][CH:15]=[C:14]([Br:19])[N:13]=1)([CH2:8][CH2:9][O:10][CH3:11])[C:3]([F:7])([F:6])[CH2:4][OH:5].[N+:20]([C:23]1[CH:33]=[CH:32]C=C[C:24]=1[C:25](N=C=S)=O)([O-:22])=[O:21].C1CCC(N=C=NC2CCCCC2)CC1.C([N:51]([CH2:54]C)[CH2:52][CH3:53])C.C1C[O:59]CC1. No catalyst specified. The product is [Br:19][C:14]1[N:13]=[C:12]([C@:2]2([CH2:8][CH2:9][O:10][CH3:11])[C:3]([F:6])([F:7])[CH2:4][O:5][C:54]([NH:51][C:52](=[O:59])[C:53]3[CH:32]=[CH:33][C:23]([N+:20]([O-:22])=[O:21])=[CH:24][CH:25]=3)=[N:1]2)[C:17]([F:18])=[CH:16][CH:15]=1. The yield is 0.356. (4) The product is [OH:20][CH:11]1[C:12]2[C:17](=[CH:16][CH:15]=[C:14]([CH3:19])[CH:13]=2)[CH2:18][CH:10]1[NH:9][C:31](=[O:32])[O:33][CH2:34][CH3:35]. The reactants are [Si](O[N:9]=[C:10]1[CH2:18][C:17]2[C:12](=[CH:13][C:14]([CH3:19])=[CH:15][CH:16]=2)[C:11]1=[O:20])(C(C)(C)C)(C)C.CO.C(N(CC)CC)C.Cl[C:31]([O:33][CH2:34][CH3:35])=[O:32]. The yield is 0.670. The catalyst is O1CCCC1.ClCCl.O.